Dataset: Peptide-MHC class I binding affinity with 185,985 pairs from IEDB/IMGT. Task: Regression. Given a peptide amino acid sequence and an MHC pseudo amino acid sequence, predict their binding affinity value. This is MHC class I binding data. (1) The peptide sequence is SELVIGAVI. The MHC is HLA-B18:01 with pseudo-sequence HLA-B18:01. The binding affinity (normalized) is 0.274. (2) The peptide sequence is TELEPPCRFV. The MHC is HLA-B40:02 with pseudo-sequence HLA-B40:02. The binding affinity (normalized) is 0.298. (3) The peptide sequence is RVFGFRTAK. The MHC is HLA-B35:01 with pseudo-sequence HLA-B35:01. The binding affinity (normalized) is 0.0847.